From a dataset of Forward reaction prediction with 1.9M reactions from USPTO patents (1976-2016). Predict the product of the given reaction. The product is: [OH:15][CH2:16][CH2:17][NH:18][C:19]([NH:21][C:22]1[CH:27]=[CH:26][C:25]([C:2]2[N:7]=[C:6]([N:8]3[CH2:13][CH2:12][O:11][CH2:10][C@@H:9]3[CH3:14])[CH:5]=[CH:4][N:3]=2)=[CH:24][CH:23]=1)=[O:20]. Given the reactants Cl[C:2]1[N:7]=[C:6]([N:8]2[CH2:13][CH2:12][O:11][CH2:10][C@@H:9]2[CH3:14])[CH:5]=[CH:4][N:3]=1.[OH:15][CH2:16][CH2:17][NH:18][C:19]([NH:21][C:22]1[CH:27]=[CH:26][C:25](B2OC(C)(C)C(C)(C)O2)=[CH:24][CH:23]=1)=[O:20], predict the reaction product.